From a dataset of Reaction yield outcomes from USPTO patents with 853,638 reactions. Predict the reaction yield, written as a fraction of the theoretical maximum amount of product (1.0 means a 100% yield; for example, 0.34 means a 34% yield). The reactants are [CH3:1][O:2][C:3]1[CH:8]=[CH:7][C:6]([C@H:9]([NH2:11])[CH3:10])=[CH:5][CH:4]=1.[N:12]1[C:21]2[C:20](=O)[CH2:19][CH2:18][CH2:17][C:16]=2[CH:15]=[CH:14][CH:13]=1.C(O)(=O)C.C(O[BH-](OC(=O)C)OC(=O)C)(=O)C.[Na+].C(=O)([O-])[O-].[Na+].[Na+]. The catalyst is ClCCCl. The product is [CH3:1][O:2][C:3]1[CH:8]=[CH:7][C:6]([C@H:9]([NH:11][C@H:20]2[C:21]3[N:12]=[CH:13][CH:14]=[CH:15][C:16]=3[CH2:17][CH2:18][CH2:19]2)[CH3:10])=[CH:5][CH:4]=1. The yield is 0.600.